Dataset: Forward reaction prediction with 1.9M reactions from USPTO patents (1976-2016). Task: Predict the product of the given reaction. (1) Given the reactants Br[C:2]1[C:10]2[C:5](=[CH:6][CH:7]=[C:8]([N+:11]([O-:13])=[O:12])[CH:9]=2)[N:4]([C:14]([C:27]2[CH:32]=[CH:31][CH:30]=[CH:29][CH:28]=2)([C:21]2[CH:26]=[CH:25][CH:24]=[CH:23][CH:22]=2)[C:15]2[CH:20]=[CH:19][CH:18]=[CH:17][CH:16]=2)[N:3]=1.[F:33][C:34]1[CH:35]=[C:36](B(O)O)[CH:37]=[CH:38][C:39]=1[OH:40].[O-]P([O-])([O-])=O.[K+].[K+].[K+], predict the reaction product. The product is: [F:33][C:34]1[CH:35]=[C:36]([C:2]2[C:10]3[C:5](=[CH:6][CH:7]=[C:8]([N+:11]([O-:13])=[O:12])[CH:9]=3)[N:4]([C:14]([C:27]3[CH:32]=[CH:31][CH:30]=[CH:29][CH:28]=3)([C:21]3[CH:26]=[CH:25][CH:24]=[CH:23][CH:22]=3)[C:15]3[CH:20]=[CH:19][CH:18]=[CH:17][CH:16]=3)[N:3]=2)[CH:37]=[CH:38][C:39]=1[OH:40]. (2) Given the reactants [F:1][C:2]1[CH:33]=[CH:32][C:5]([CH2:6][N:7]2[C:15]3[C:10](=[N:11][CH:12]=[CH:13][CH:14]=3)[C:9]([C:16]([NH:18][CH:19]3[CH2:24][CH2:23][N:22](C(OC(C)(C)C)=O)[CH2:21][CH2:20]3)=[O:17])=[CH:8]2)=[CH:4][CH:3]=1.C(O)(C(F)(F)F)=O.CO, predict the reaction product. The product is: [F:1][C:2]1[CH:33]=[CH:32][C:5]([CH2:6][N:7]2[C:15]3[C:10](=[N:11][CH:12]=[CH:13][CH:14]=3)[C:9]([C:16]([NH:18][CH:19]3[CH2:24][CH2:23][NH:22][CH2:21][CH2:20]3)=[O:17])=[CH:8]2)=[CH:4][CH:3]=1.